Binary Classification. Given a miRNA mature sequence and a target amino acid sequence, predict their likelihood of interaction. From a dataset of Experimentally validated miRNA-target interactions with 360,000+ pairs, plus equal number of negative samples. (1) The miRNA is hsa-miR-4673 with sequence UCCAGGCAGGAGCCGGACUGGA. The protein sequence of the target gene is MAVPWEEYFRLALQEKLSTKLPEQAEDHVPPVLRLLEKRQELVDADQALQAQKEVFRTKTAALKQRWEQLEQKERELKGSFIRFDKFLQDSEARRNRALRRAAEERHQAGRREVEALRLWTQLQELRREHARLQRRLKRLEPCARLLEQALELLPGFQEVPELVARFDGLAETQAALRLREREQLAELEAARARLQQLRDAWPDEVLAQGQRRAQLQERLEAARERTLQWESKWIQIQNTAAEKTLLLGRSRMAVLNLFQLVCQHQGQPPTLDIEDTEGQLEHVKLFMQDLSAMLAGLGQ.... Result: 1 (interaction). (2) The miRNA is dme-miR-278-3p with sequence UCGGUGGGACUUUCGUCCGUUU. The protein sequence of the target gene is MFTLSQTSRAWFIDRARQAREERLVQKERERAAVVIQAHVRSFLCRSRLQRDIRREIDDFFKADDPESTKRSALCIFKIARKLLFLFRIKEDNERFEKLCRSILSSMDAENEPKVWYVSLACSKDLTLLWIQQIKNILWYCCDFLKQLKPEILQDSRLITLYLTMLVTFTDTSTWKILRGKGESLRPAMNHICANIMGHLNQHGFYSVLQILLTRGLARPRPCLSKGTLTAAFSLALRPVIAAQFSDNLIRPFLIHIMSVPALVTHLSTVTPERLTVLESHDMLRKFIIFLRDQDRCRDV.... Result: 0 (no interaction).